This data is from Aqueous solubility values for 9,982 compounds from the AqSolDB database. The task is: Regression/Classification. Given a drug SMILES string, predict its absorption, distribution, metabolism, or excretion properties. Task type varies by dataset: regression for continuous measurements (e.g., permeability, clearance, half-life) or binary classification for categorical outcomes (e.g., BBB penetration, CYP inhibition). For this dataset (solubility_aqsoldb), we predict Y. (1) The drug is O=S(=O)([O-])[O-].O=[Pb].O=[Pb].O=[Pb].[Pb+2]. The Y is -3.98 log mol/L. (2) The molecule is BrCCBr. The Y is -1.68 log mol/L. (3) The drug is CC(C)(CO)C(O)C(=O)NCCC(=O)O. The Y is 0.659 log mol/L. (4) The drug is Nc1cccc(Nc2ccccc2C(=O)O)c1. The Y is -4.09 log mol/L. (5) The molecule is Nc1cc(S(=O)(=O)O)cc2ccccc12. The Y is -2.34 log mol/L. (6) The drug is O.O=BO[O-].[Na+]. The Y is -0.823 log mol/L.